Dataset: NCI-60 drug combinations with 297,098 pairs across 59 cell lines. Task: Regression. Given two drug SMILES strings and cell line genomic features, predict the synergy score measuring deviation from expected non-interaction effect. (1) Drug 1: C1=C(C(=O)NC(=O)N1)F. Drug 2: COCCOC1=C(C=C2C(=C1)C(=NC=N2)NC3=CC=CC(=C3)C#C)OCCOC.Cl. Cell line: SF-295. Synergy scores: CSS=33.3, Synergy_ZIP=-1.51, Synergy_Bliss=-3.76, Synergy_Loewe=-4.02, Synergy_HSA=-3.32. (2) Drug 1: CS(=O)(=O)OCCCCOS(=O)(=O)C. Drug 2: C(CN)CNCCSP(=O)(O)O. Cell line: M14. Synergy scores: CSS=-1.69, Synergy_ZIP=0.167, Synergy_Bliss=-2.48, Synergy_Loewe=-3.41, Synergy_HSA=-2.91. (3) Drug 1: CS(=O)(=O)CCNCC1=CC=C(O1)C2=CC3=C(C=C2)N=CN=C3NC4=CC(=C(C=C4)OCC5=CC(=CC=C5)F)Cl. Drug 2: CC(C)CN1C=NC2=C1C3=CC=CC=C3N=C2N. Cell line: U251. Synergy scores: CSS=-7.16, Synergy_ZIP=-0.194, Synergy_Bliss=-9.11, Synergy_Loewe=-10.2, Synergy_HSA=-11.0. (4) Drug 1: CCCCC(=O)OCC(=O)C1(CC(C2=C(C1)C(=C3C(=C2O)C(=O)C4=C(C3=O)C=CC=C4OC)O)OC5CC(C(C(O5)C)O)NC(=O)C(F)(F)F)O. Drug 2: CCC1(C2=C(COC1=O)C(=O)N3CC4=CC5=C(C=CC(=C5CN(C)C)O)N=C4C3=C2)O.Cl. Cell line: U251. Synergy scores: CSS=76.5, Synergy_ZIP=0.804, Synergy_Bliss=0.212, Synergy_Loewe=0.867, Synergy_HSA=3.24. (5) Drug 1: C1=CC=C(C=C1)NC(=O)CCCCCCC(=O)NO. Drug 2: CC1C(C(CC(O1)OC2CC(CC3=C2C(=C4C(=C3O)C(=O)C5=CC=CC=C5C4=O)O)(C(=O)C)O)N)O. Cell line: SR. Synergy scores: CSS=41.7, Synergy_ZIP=-5.72, Synergy_Bliss=-3.21, Synergy_Loewe=-6.62, Synergy_HSA=0.0602.